Task: Predict the product of the given reaction.. Dataset: Forward reaction prediction with 1.9M reactions from USPTO patents (1976-2016) (1) Given the reactants C[O:2][C:3](=O)[C:4]1[CH:9]=[C:8]([F:10])[CH:7]=[C:6]([CH2:11][C:12]#[N:13])[CH:5]=1, predict the reaction product. The product is: [F:10][C:8]1[CH:7]=[C:6]([CH2:11][C:12]#[N:13])[CH:5]=[C:4]([CH2:3][OH:2])[CH:9]=1. (2) Given the reactants [C:1](Cl)(=[O:4])[CH:2]=[CH2:3].[C:6]([O:10][C:11](=[O:24])[NH:12][C@@H:13]1[CH2:18][CH2:17][CH2:16][CH2:15][C@H:14]1[NH:19][CH2:20][CH2:21][CH:22]=[CH2:23])([CH3:9])([CH3:8])[CH3:7].C(N(CC)CC)C, predict the reaction product. The product is: [C:6]([O:10][C:11](=[O:24])[NH:12][C@@H:13]1[CH2:18][CH2:17][CH2:16][CH2:15][C@H:14]1[N:19]([C:1](=[O:4])[CH:2]=[CH2:3])[CH2:20][CH2:21][CH:22]=[CH2:23])([CH3:9])([CH3:8])[CH3:7]. (3) Given the reactants [F:1][C:2]1[C:3]([C:22]([NH:24][CH2:25][C:26]2([C:32]3[CH:37]=[CH:36][CH:35]=[CH:34][CH:33]=3)[CH2:31][CH2:30][NH:29][CH2:28][CH2:27]2)=[O:23])=[N:4][CH:5]=[CH:6][C:7]=1[S:8][C:9]1[S:13][C:12]([NH:14][C:15]2[CH:20]=[C:19]([CH3:21])[CH:18]=[CH:17][N:16]=2)=[N:11][CH:10]=1.C(OC([NH:45][C@@H:46]([CH2:50][C:51]([OH:53])=[O:52])[C:47](O)=[O:48])=O)(C)(C)C, predict the reaction product. The product is: [NH2:45][C@H:46]([C:47]([N:29]1[CH2:28][CH2:27][C:26]([CH2:25][NH:24][C:22](=[O:23])[C:3]2[C:2]([F:1])=[C:7]([S:8][C:9]3[S:13][C:12]([NH:14][C:15]4[CH:20]=[C:19]([CH3:21])[CH:18]=[CH:17][N:16]=4)=[N:11][CH:10]=3)[CH:6]=[CH:5][N:4]=2)([C:32]2[CH:33]=[CH:34][CH:35]=[CH:36][CH:37]=2)[CH2:31][CH2:30]1)=[O:48])[CH2:50][C:51]([OH:53])=[O:52]. (4) The product is: [CH2:21]([N:24]([CH3:25])[C:8]([CH:5]1[CH2:4][CH2:3][CH:2]([OH:1])[CH2:7][CH2:6]1)=[O:10])[C:12]1[CH:20]=[CH:16][CH:15]=[CH:14][CH:13]=1. Given the reactants [OH:1][CH:2]1[CH2:7][CH2:6][CH:5]([C:8]([OH:10])=O)[CH2:4][CH2:3]1.O[C:12]1[C:20]2N=NN[C:16]=2[CH:15]=[CH:14][CH:13]=1.[CH:21]([N:24](C(C)C)[CH2:25]C)(C)C.Cl, predict the reaction product. (5) Given the reactants [CH2:1]([C:8]1[C:13](=[O:14])[N:12]([C:15]2[CH:20]=[CH:19][CH:18]=[C:17](C(O)=O)[CH:16]=2)[C:11]2[N:24]=[CH:25][CH:26]=[CH:27][C:10]=2[N:9]=1)[C:2]1[CH:7]=[CH:6][CH:5]=[CH:4][CH:3]=1.C1(P([N:42]=[N+]=[N-])(C2C=CC=CC=2)=O)C=CC=CC=1.[NH2:45][C:46]1[CH:47]=[N:48][CH:49]=[CH:50][CH:51]=1.[C:52](=[O:55])(O)[O-].[Na+], predict the reaction product. The product is: [CH2:1]([C:8]1[C:13](=[O:14])[N:12]([C:15]2[CH:20]=[CH:19][CH:18]=[C:17]([NH:42][C:52]([NH:45][C:46]3[CH:47]=[N:48][CH:49]=[CH:50][CH:51]=3)=[O:55])[CH:16]=2)[C:11]2[N:24]=[CH:25][CH:26]=[CH:27][C:10]=2[N:9]=1)[C:2]1[CH:3]=[CH:4][CH:5]=[CH:6][CH:7]=1. (6) Given the reactants [C:1]1([S:7]([C:10]2[CH:15]=[CH:14][C:13](F)=[C:12]([F:17])[CH:11]=2)(=[O:9])=[O:8])[CH:6]=[CH:5][CH:4]=[CH:3][CH:2]=1.[Cl:18][C:19]1[CH:20]=[C:21]([CH2:26][C:27]([OH:29])=[O:28])[CH:22]=[C:23]([OH:25])[CH:24]=1, predict the reaction product. The product is: [Cl:18][C:19]1[CH:20]=[C:21]([CH2:26][C:27]([OH:29])=[O:28])[CH:22]=[C:23]([O:25][C:13]2[CH:14]=[CH:15][C:10]([S:7]([C:1]3[CH:6]=[CH:5][CH:4]=[CH:3][CH:2]=3)(=[O:9])=[O:8])=[CH:11][C:12]=2[F:17])[CH:24]=1. (7) Given the reactants Cl.Cl.[NH:3]1[CH2:6][CH:5]([C:7]2[C:8]([O:28][CH2:29][CH3:30])=[C:9]([CH:15]([N:17]3[C:21]4=[N:22][CH:23]=[N:24][C:25]([NH2:26])=[C:20]4[C:19]([CH3:27])=[N:18]3)[CH3:16])[CH:10]=[C:11]([Cl:14])[C:12]=2[F:13])[CH2:4]1.C(N(CC)CC)C.FC(F)(F)S(O[CH2:44][C:45]([F:48])([F:47])[F:46])(=O)=O, predict the reaction product. The product is: [Cl:14][C:11]1[C:12]([F:13])=[C:7]([CH:5]2[CH2:4][N:3]([CH2:44][C:45]([F:48])([F:47])[F:46])[CH2:6]2)[C:8]([O:28][CH2:29][CH3:30])=[C:9]([CH:15]([N:17]2[C:21]3=[N:22][CH:23]=[N:24][C:25]([NH2:26])=[C:20]3[C:19]([CH3:27])=[N:18]2)[CH3:16])[CH:10]=1. (8) Given the reactants [NH2:1][C:2]1[CH2:6][S:5][C:4](=[O:7])[CH:3]=1.COC1C=C2C(=C(OC)C=1)N(CC1C=CC(Cl)=CC=1)C=C2.C(=O)([O-])[O-].[K+].[K+].[Cl:35][C:36]1[CH:56]=[CH:55][C:39]([CH2:40][N:41]2[C:49]3[C:44](=[CH:45][CH:46]=[CH:47][CH:48]=3)[C:43]([C:50](=[O:54])[C:51](Cl)=[O:52])=[CH:42]2)=[CH:38][CH:37]=1, predict the reaction product. The product is: [Cl:35][C:36]1[CH:56]=[CH:55][C:39]([CH2:40][N:41]2[C:49]3[C:44](=[CH:45][CH:46]=[CH:47][CH:48]=3)[C:43]([C:50](=[O:54])[C:51]([NH:1][C:2]3[CH2:6][S:5][C:4](=[O:7])[CH:3]=3)=[O:52])=[CH:42]2)=[CH:38][CH:37]=1. (9) Given the reactants [N+:1]([C:4]1[C:5]([NH2:17])=[N:6][C:7]([O:10][C:11]2[CH:16]=[CH:15][CH:14]=[CH:13][CH:12]=2)=[CH:8][CH:9]=1)([O-])=O, predict the reaction product. The product is: [O:10]([C:7]1[N:6]=[C:5]([NH2:17])[C:4]([NH2:1])=[CH:9][CH:8]=1)[C:11]1[CH:12]=[CH:13][CH:14]=[CH:15][CH:16]=1. (10) Given the reactants C1C=C(Cl)C=C(C(OO)=[O:9])C=1.[N:12]1([C:18]([O:20][C:21]([CH3:24])([CH3:23])[CH3:22])=[O:19])[CH2:17][CH2:16][CH:15]=[CH:14][CH2:13]1.S([O-])([O-])=O.[Na+].[Na+].C(=O)(O)[O-].[Na+], predict the reaction product. The product is: [CH:14]12[O:9][CH:15]1[CH2:16][CH2:17][N:12]([C:18]([O:20][C:21]([CH3:24])([CH3:23])[CH3:22])=[O:19])[CH2:13]2.